The task is: Predict the reactants needed to synthesize the given product.. This data is from Full USPTO retrosynthesis dataset with 1.9M reactions from patents (1976-2016). The reactants are: [NH2:1][C:2]1[N:3]=[N:4][C:5]([CH3:8])=[CH:6][CH:7]=1.Br[CH2:10][C:11](=O)[CH2:12][CH3:13]. Given the product [CH2:12]([C:11]1[N:1]=[C:2]2[CH:7]=[CH:6][C:5]([CH3:8])=[N:4][N:3]2[CH:10]=1)[CH3:13], predict the reactants needed to synthesize it.